Dataset: Full USPTO retrosynthesis dataset with 1.9M reactions from patents (1976-2016). Task: Predict the reactants needed to synthesize the given product. (1) Given the product [CH3:20][O:21][N:22]=[CH:23][C@@H:24]([F:45])[C@H:25]([O:37][CH2:38][C:39]1[CH:44]=[CH:43][CH:42]=[CH:41][CH:40]=1)[C@H:26]([O:36][C:3]1[CH:4]=[C:5]([Cl:9])[C:6]([Cl:8])=[CH:7][C:2]=1[Cl:1])[CH2:27][O:28][CH2:29][C:30]1[CH:31]=[CH:32][CH:33]=[CH:34][CH:35]=1, predict the reactants needed to synthesize it. The reactants are: [Cl:1][C:2]1[CH:7]=[C:6]([Cl:8])[C:5]([Cl:9])=[CH:4][C:3]=1S(Cl)(=O)=O.CN1C=CN=C1.[CH3:20][O:21][N:22]=[CH:23][C@@H:24]([F:45])[C@H:25]([O:37][CH2:38][C:39]1[CH:44]=[CH:43][CH:42]=[CH:41][CH:40]=1)[C@H:26]([OH:36])[CH2:27][O:28][CH2:29][C:30]1[CH:35]=[CH:34][CH:33]=[CH:32][CH:31]=1.C(=O)([O-])O.[Na+]. (2) The reactants are: Cl[C:2]1[N:11]2[N:12]=[CH:13][N:14]=[C:10]2[C:9]2[CH:8]=[C:7]([Cl:15])[CH:6]=[CH:5][C:4]=2[N:3]=1.[NH:16]1[CH2:21][CH2:20][NH:19][CH2:18][CH2:17]1. Given the product [Cl:15][C:7]1[CH:6]=[CH:5][C:4]2[N:3]=[C:2]([N:16]3[CH2:21][CH2:20][NH:19][CH2:18][CH2:17]3)[N:11]3[N:12]=[CH:13][N:14]=[C:10]3[C:9]=2[CH:8]=1, predict the reactants needed to synthesize it. (3) Given the product [C:8]([C:4]1[CH:3]=[C:2]([O:1][CH2:19][CH2:20][CH2:21][C:22]([O:24][CH2:25][CH3:26])=[O:23])[CH:7]=[CH:6][CH:5]=1)(=[O:11])[CH2:9][CH3:10], predict the reactants needed to synthesize it. The reactants are: [OH:1][C:2]1[CH:3]=[C:4]([C:8](=[O:11])[CH2:9][CH3:10])[CH:5]=[CH:6][CH:7]=1.C([O-])([O-])=O.[K+].[K+].Br[CH2:19][CH2:20][CH2:21][C:22]([O:24][CH2:25][CH3:26])=[O:23]. (4) The reactants are: [C:1]1([C:7]2[O:25][C:10]3[N:11]=[CH:12][N:13]=[C:14]([NH:15][CH2:16][CH2:17][CH2:18][CH2:19][CH2:20][C:21]([O:23][CH3:24])=[O:22])[C:9]=3[C:8]=2B2OC(C)(C)C(C)(C)O2)[CH:6]=[CH:5][CH:4]=[CH:3][CH:2]=1.C(=O)([O-])[O-].[K+].[K+].CO.Br[C:44]1[CH:49]=[CH:48][C:47]([CH3:50])=[CH:46][N:45]=1. Given the product [CH3:50][C:47]1[CH:48]=[CH:49][C:44]([C:8]2[C:9]3[C:14]([NH:15][CH2:16][CH2:17][CH2:18][CH2:19][CH2:20][C:21]([O:23][CH3:24])=[O:22])=[N:13][CH:12]=[N:11][C:10]=3[O:25][C:7]=2[C:1]2[CH:2]=[CH:3][CH:4]=[CH:5][CH:6]=2)=[N:45][CH:46]=1, predict the reactants needed to synthesize it. (5) The reactants are: C(OC(=O)[NH:7][C@H:8]([C:11]1[CH:16]=[CH:15][CH:14]=[C:13]([CH2:17][N:18]2[CH2:23][CH2:22][O:21][CH2:20][CH2:19]2)[CH:12]=1)[CH2:9][OH:10])(C)(C)C.[ClH:25]. Given the product [ClH:25].[NH2:7][C@H:8]([C:11]1[CH:16]=[CH:15][CH:14]=[C:13]([CH2:17][N:18]2[CH2:23][CH2:22][O:21][CH2:20][CH2:19]2)[CH:12]=1)[CH2:9][OH:10], predict the reactants needed to synthesize it. (6) Given the product [C:29]([O:28][C:26]([N:23]1[CH2:24][CH2:25][C@H:22]1[CH2:21][O:20][C:18]1[CH:19]=[C:14]([C@H:12]2[CH2:13][C@@H:11]2[CH2:10][CH2:9][CH2:8][CH2:7][OH:6])[CH:15]=[N:16][CH:17]=1)=[O:27])([CH3:32])([CH3:31])[CH3:30], predict the reactants needed to synthesize it. The reactants are: [Li+].[Cl-].[BH4-].[Na+].C[O:6][C:7](=O)/[CH:8]=[CH:9]/[CH2:10][C@H:11]1[CH2:13][C@@H:12]1[C:14]1[CH:15]=[N:16][CH:17]=[C:18]([O:20][CH2:21][C@@H:22]2[CH2:25][CH2:24][N:23]2[C:26]([O:28][C:29]([CH3:32])([CH3:31])[CH3:30])=[O:27])[CH:19]=1. (7) Given the product [CH3:1][O:2][C:3](=[O:36])[CH2:4][O:5][C:6]1[CH:11]=[C:10]([CH3:12])[C:9]([C:13]2[NH:17][C:16]3[CH:18]=[C:19]([C:22]4[O:23][C:26]([C:27]5[CH:28]=[CH:29][C:30]([Cl:33])=[CH:31][CH:32]=5)=[N:25][N:24]=4)[CH:20]=[CH:21][C:15]=3[N:14]=2)=[C:8]([CH3:35])[CH:7]=1, predict the reactants needed to synthesize it. The reactants are: [CH3:1][O:2][C:3](=[O:36])[CH2:4][O:5][C:6]1[CH:11]=[C:10]([CH3:12])[C:9]([C:13]2[NH:17][C:16]3[CH:18]=[C:19]([C:22]([NH:24][NH:25][C:26](=O)[C:27]4[CH:32]=[CH:31][C:30]([Cl:33])=[CH:29][CH:28]=4)=[O:23])[CH:20]=[CH:21][C:15]=3[N:14]=2)=[C:8]([CH3:35])[CH:7]=1.CC[N+](S(N=C(OC)[O-])(=O)=O)(CC)CC. (8) Given the product [Si:28]([O:1][CH2:2][CH2:3][NH:4][S:5]([C:8]1[S:9][C:10]2[CH:17]=[CH:16][C:15]([C:18]3[CH:27]=[CH:26][C:21]([C:22]([O:24][CH3:25])=[O:23])=[CH:20][CH:19]=3)=[CH:14][C:11]=2[C:12]=1[CH3:13])(=[O:7])=[O:6])([C:31]([CH3:34])([CH3:33])[CH3:32])([CH3:30])[CH3:29], predict the reactants needed to synthesize it. The reactants are: [OH:1][CH2:2][CH2:3][NH:4][S:5]([C:8]1[S:9][C:10]2[CH:17]=[CH:16][C:15]([C:18]3[CH:27]=[CH:26][C:21]([C:22]([O:24][CH3:25])=[O:23])=[CH:20][CH:19]=3)=[CH:14][C:11]=2[C:12]=1[CH3:13])(=[O:7])=[O:6].[Si:28](Cl)([C:31]([CH3:34])([CH3:33])[CH3:32])([CH3:30])[CH3:29].N1C=CN=C1.